From a dataset of Catalyst prediction with 721,799 reactions and 888 catalyst types from USPTO. Predict which catalyst facilitates the given reaction. Reactant: [CH3:1][O:2][C:3]1[C:12]([N:13](C2C=CC=CC=2)[C:14](=[O:16])[O-])=[N:11][C:10]2[C:5](=[CH:6][CH:7]=[CH:8][CH:9]=2)[N:4]=1.[C:23]1([C:29]2([C:35]3[CH:40]=[CH:39][CH:38]=[CH:37][CH:36]=3)[CH2:34][CH2:33][NH:32][CH2:31][CH2:30]2)[CH:28]=[CH:27][CH:26]=[CH:25][CH:24]=1.C1CCN2C(=NCCC2)CC1. Product: [CH3:1][O:2][C:3]1[C:12]([NH:13][C:14]([N:32]2[CH2:33][CH2:34][C:29]([C:23]3[CH:28]=[CH:27][CH:26]=[CH:25][CH:24]=3)([C:35]3[CH:40]=[CH:39][CH:38]=[CH:37][CH:36]=3)[CH2:30][CH2:31]2)=[O:16])=[N:11][C:10]2[C:5](=[CH:6][CH:7]=[CH:8][CH:9]=2)[N:4]=1. The catalyst class is: 1.